From a dataset of Forward reaction prediction with 1.9M reactions from USPTO patents (1976-2016). Predict the product of the given reaction. Given the reactants Cl[C:2]1[N:12]=[C:11]([Cl:13])[CH:10]=[CH:9][C:3]=1[C:4]([O:6][CH2:7][CH3:8])=[O:5].[O-:14][CH2:15][CH3:16].[Na+], predict the reaction product. The product is: [Cl:13][C:11]1[CH:10]=[CH:9][C:3]([C:4]([O:6][CH2:7][CH3:8])=[O:5])=[C:2]([O:14][CH2:15][CH3:16])[N:12]=1.